From a dataset of Full USPTO retrosynthesis dataset with 1.9M reactions from patents (1976-2016). Predict the reactants needed to synthesize the given product. (1) Given the product [C:1]([C:5]1[CH:10]=[C:9]([Br:13])[CH:8]=[CH:7][C:6]=1[O:11][CH3:12])([CH3:4])([CH3:2])[CH3:3], predict the reactants needed to synthesize it. The reactants are: [C:1]([C:5]1[CH:10]=[CH:9][CH:8]=[CH:7][C:6]=1[O:11][CH3:12])([CH3:4])([CH3:3])[CH3:2].[Br-:13].[Br-].[Br-].[NH+]1C=CC=CC=1.[NH+]1C=CC=CC=1.[NH+]1C=CC=CC=1. (2) Given the product [CH2:1]([O:8][CH2:9][N:10]1[C:15](=[O:16])[C:14]([Br:17])=[N:13][N:12]([CH2:18][C:19]2[CH:20]=[CH:21][CH:22]=[C:23]3[C:38]=2[N:29]=[CH:30][CH:25]=[CH:24]3)[C:11]1=[O:28])[C:2]1[CH:3]=[CH:4][CH:5]=[CH:6][CH:7]=1, predict the reactants needed to synthesize it. The reactants are: [CH2:1]([O:8][CH2:9][N:10]1[C:15](=[O:16])[C:14]([Br:17])=[N:13][N:12]([CH2:18][C:19](F)(F)[C:20]2[CH:25]=[CH:24][CH:23]=[CH:22][CH:21]=2)[C:11]1=[O:28])[C:2]1[CH:7]=[CH:6][CH:5]=[CH:4][CH:3]=1.[N:29]1[C:38]2C(=CC=CC=2CO)C=C[CH:30]=1. (3) Given the product [CH3:1][C:2]1[CH:7]=[C:6]([N+:8]([O-:10])=[O:9])[CH:5]=[CH:4][C:3]=1[N:11]=[C:12]1[N:14]([C@@H:15]([CH:17]2[CH2:22][CH2:21][CH2:20][CH2:19][CH2:18]2)[CH3:16])[C:25](=[O:26])[CH:24]([CH3:28])[S:13]1, predict the reactants needed to synthesize it. The reactants are: [CH3:1][C:2]1[CH:7]=[C:6]([N+:8]([O-:10])=[O:9])[CH:5]=[CH:4][C:3]=1[N:11]=[C:12]=[S:13].[NH2:14][C@@H:15]([CH:17]1[CH2:22][CH2:21][CH2:20][CH2:19][CH2:18]1)[CH3:16].Cl[CH:24]([CH3:28])[C:25](O)=[O:26]. (4) Given the product [CH2:28]([N:8]([C@H:5]1[CH2:6][CH2:7][C@H:2]([OH:1])[CH2:3][CH2:4]1)[S:9]([C:12]1[CH:17]=[CH:16][C:15]([C:18]([F:21])([F:19])[F:20])=[CH:14][CH:13]=1)(=[O:11])=[O:10])[CH3:29], predict the reactants needed to synthesize it. The reactants are: [OH:1][C@H:2]1[CH2:7][CH2:6][C@H:5]([NH:8][S:9]([C:12]2[CH:17]=[CH:16][C:15]([C:18]([F:21])([F:20])[F:19])=[CH:14][CH:13]=2)(=[O:11])=[O:10])[CH2:4][CH2:3]1.C([O-])([O-])=O.[K+].[K+].[CH2:28](Br)[CH3:29]. (5) Given the product [C:1]([O:5][CH:6]([C:11]1[C:12]([C:21]2[CH:22]=[C:23]3[C:28](=[CH:29][CH:30]=2)[O:27][CH2:26][CH2:25][CH2:24]3)=[C:13]2[CH:20]=[CH:19][N:18]([CH2:32][CH2:33][C:34]3[CH:39]=[CH:38][C:37]([F:40])=[CH:36][CH:35]=3)[C:14]2=[N:15][C:16]=1[CH3:17])[C:7]([OH:9])=[O:8])([CH3:4])([CH3:2])[CH3:3], predict the reactants needed to synthesize it. The reactants are: [C:1]([O:5][CH:6]([C:11]1[C:12]([C:21]2[CH:22]=[C:23]3[C:28](=[CH:29][CH:30]=2)[O:27][CH2:26][CH2:25][CH2:24]3)=[C:13]2[CH:20]=[CH:19][NH:18][C:14]2=[N:15][C:16]=1[CH3:17])[C:7]([O:9]C)=[O:8])([CH3:4])([CH3:3])[CH3:2].Br[CH2:32][CH2:33][C:34]1[CH:39]=[CH:38][C:37]([F:40])=[CH:36][CH:35]=1. (6) Given the product [Br:1][C:2]1[CH:14]=[C:13]2[C:5]([C:6]3[CH:7]=[CH:8][C:9]([C:15]([O:17][CH3:18])=[O:16])=[CH:10][C:11]=3[N:12]2[CH2:22][CH:23]2[CH2:28][CH2:27][O:26][CH2:25][CH2:24]2)=[C:4]([C:19]#[N:20])[CH:3]=1, predict the reactants needed to synthesize it. The reactants are: [Br:1][C:2]1[CH:14]=[C:13]2[C:5]([C:6]3[CH:7]=[CH:8][C:9]([C:15]([O:17][CH3:18])=[O:16])=[CH:10][C:11]=3[NH:12]2)=[C:4]([C:19]#[N:20])[CH:3]=1.Br[CH2:22][CH:23]1[CH2:28][CH2:27][O:26][CH2:25][CH2:24]1.C([O-])([O-])=O.[Cs+].[Cs+].O. (7) Given the product [Cl:32][C:33]1[C:34]([F:40])=[C:35]([NH:36][C:2]2[C:11]3[C:6](=[CH:7][C:8]([O:30][CH3:31])=[C:9]([O:12][C@H:13]4[CH2:18][CH2:17][NH:16][C@@H:15]([C:26]([O:28][CH3:29])=[O:27])[CH2:14]4)[CH:10]=3)[N:5]=[CH:4][N:3]=2)[CH:37]=[CH:38][CH:39]=1, predict the reactants needed to synthesize it. The reactants are: Cl[C:2]1[C:11]2[C:6](=[CH:7][C:8]([O:30][CH3:31])=[C:9]([O:12][C@H:13]3[CH2:18][CH2:17][N:16](C(OC(C)(C)C)=O)[C@@H:15]([C:26]([O:28][CH3:29])=[O:27])[CH2:14]3)[CH:10]=2)[N:5]=[CH:4][N:3]=1.[Cl:32][C:33]1[C:34]([F:40])=[C:35]([CH:37]=[CH:38][CH:39]=1)[NH2:36]. (8) Given the product [Br:5][C:6]1[CH:11]=[C:10]([F:12])[C:9]([F:13])=[CH:8][C:7]=1[CH2:14][Cl:3], predict the reactants needed to synthesize it. The reactants are: S(Cl)([Cl:3])=O.[Br:5][C:6]1[CH:11]=[C:10]([F:12])[C:9]([F:13])=[CH:8][C:7]=1[CH2:14]O.